This data is from Full USPTO retrosynthesis dataset with 1.9M reactions from patents (1976-2016). The task is: Predict the reactants needed to synthesize the given product. (1) Given the product [CH3:1][C:2]1[O:6][C:5]([C:7]2[CH:8]=[CH:9][CH:10]=[CH:11][CH:12]=2)=[N:4][C:3]=1[CH2:13][CH2:14][C:15]1[CH:16]=[CH:17][C:18]([CH2:21][O:22][C:28]2[CH:29]=[CH:30][CH:31]=[CH:32][C:27]=2[CH2:26][C:25]([O:24][CH3:23])=[O:34])=[CH:19][CH:20]=1, predict the reactants needed to synthesize it. The reactants are: [CH3:1][C:2]1[O:6][C:5]([C:7]2[CH:12]=[CH:11][CH:10]=[CH:9][CH:8]=2)=[N:4][C:3]=1[CH2:13][CH2:14][C:15]1[CH:20]=[CH:19][C:18]([CH2:21][OH:22])=[CH:17][CH:16]=1.[CH3:23][O:24][C:25](=[O:34])[CH2:26][C:27]1[CH:32]=[CH:31][CH:30]=[CH:29][C:28]=1O.C1(P(C2C=CC=CC=2)C2C=CC=CC=2)C=CC=CC=1.N(C(OCC)=O)=NC(OCC)=O. (2) Given the product [C:38]([CH:41]1[O:45][C:44](=[O:46])[N:43]([C:47]2[CH:78]=[CH:77][C:50]3[CH2:51][N:52]([C:56]4[CH:65]=[C:64]5[C:59]([C:60](=[O:75])[C:61]([C:72]([OH:74])=[O:73])=[CH:62][N:63]5[CH:70]5[CH2:1][CH2:71]5)=[CH:58][C:57]=4[F:76])[CH2:53][CH2:54][CH2:55][C:49]=3[CH:48]=2)[CH2:42]1)(=[O:40])[NH2:39], predict the reactants needed to synthesize it. The reactants are: [C:1](C1OC(=O)N(C2C=CC3CN(C4N=C5C(C(=O)C(C(O)=O)=CN5CC)=CC=4F)CCCC=3C=2)C1)(=O)N.[C:38]([CH:41]1[O:45][C:44](=[O:46])[N:43]([C:47]2[CH:78]=[CH:77][C:50]3[CH2:51][N:52]([C:56]4[C:65](OC(F)F)=[C:64]5[C:59]([C:60](=[O:75])[C:61]([C:72]([OH:74])=[O:73])=[CH:62][N:63]5[CH2:70][CH3:71])=[CH:58][C:57]=4[F:76])[CH2:53][CH2:54][CH2:55][C:49]=3[CH:48]=2)[CH2:42]1)(=[O:40])[NH2:39]. (3) Given the product [F:1][C:2]1[CH:3]=[CH:4][C:5]([N:8]2[C:12]([CH3:13])=[C:11]([C:14]([NH:24][C:22]3[CH:21]=[CH:20][CH:19]=[C:18]([CH3:17])[N:23]=3)=[O:16])[N:10]=[N:9]2)=[CH:6][CH:7]=1, predict the reactants needed to synthesize it. The reactants are: [F:1][C:2]1[CH:7]=[CH:6][C:5]([N:8]2[C:12]([CH3:13])=[C:11]([C:14]([OH:16])=O)[N:10]=[N:9]2)=[CH:4][CH:3]=1.[CH3:17][C:18]1[N:23]=[C:22]([NH2:24])[CH:21]=[CH:20][CH:19]=1.CCN(C(C)C)C(C)C.C1C=NC2N(O)N=NC=2C=1.CN(C(ON1N=NC2C=CC=NC1=2)=[N+](C)C)C.F[P-](F)(F)(F)(F)F. (4) Given the product [ClH:19].[CH3:18][CH:16]1[C:15]2[N:14]=[C:13]([O:24][C@H:21]([CH3:20])[CH2:22][CH3:23])[CH:12]=[CH:11][C:10]=2[CH2:9][NH:8][CH2:17]1, predict the reactants needed to synthesize it. The reactants are: C([N:8]1[CH2:17][CH:16]([CH3:18])[C:15]2[N:14]=[C:13]([Cl:19])[CH:12]=[CH:11][C:10]=2[CH2:9]1)C1C=CC=CC=1.[CH3:20][C@@H:21]([OH:24])[CH2:22][CH3:23].